From a dataset of Catalyst prediction with 721,799 reactions and 888 catalyst types from USPTO. Predict which catalyst facilitates the given reaction. (1) Reactant: [O:1]=[C:2]([NH:22][C:23]1[CH:28]=[CH:27][C:26]([O:29][C:30]([F:33])([F:32])[F:31])=[CH:25][CH:24]=1)[CH2:3][N:4]1[CH2:10][CH2:9][CH2:8][N:7]([CH2:11][C:12]2[CH:21]=[CH:20][C:15]([C:16]([O:18]C)=[O:17])=[CH:14][CH:13]=2)[CH2:6][CH2:5]1.[OH-].[Na+]. Product: [O:1]=[C:2]([NH:22][C:23]1[CH:28]=[CH:27][C:26]([O:29][C:30]([F:33])([F:32])[F:31])=[CH:25][CH:24]=1)[CH2:3][N:4]1[CH2:10][CH2:9][CH2:8][N:7]([CH2:11][C:12]2[CH:13]=[CH:14][C:15]([C:16]([OH:18])=[O:17])=[CH:20][CH:21]=2)[CH2:6][CH2:5]1. The catalyst class is: 5. (2) Reactant: [CH3:1][O:2][CH:3]1[CH2:20][N:19]([C:21]([O:23][C:24]([CH3:27])([CH3:26])[CH3:25])=[O:22])[CH2:18][CH2:17][C:4]21[C:8](=[O:9])[N:7]([C:10]1[CH2:11][O:12][C:13](=[O:16])[C:14]=1[CH3:15])[CH2:6][CH2:5]2. Product: [CH3:1][O:2][CH:3]1[CH2:20][NH:19][CH2:18][CH2:17][C:4]21[C:8](=[O:9])[N:7]([C:10]1[CH2:11][O:12][C:13](=[O:16])[C:14]=1[CH3:15])[CH2:6][CH2:5]2.[OH:2][CH:3]1[CH2:20][N:19]([C:21]([O:23][C:24]([CH3:27])([CH3:26])[CH3:25])=[O:22])[CH2:18][CH2:17][C:4]21[C:8](=[O:9])[N:7]([C:10]1[CH2:11][O:12][C:13](=[O:16])[C:14]=1[CH3:15])[CH2:6][CH2:5]2. The catalyst class is: 2. (3) Reactant: [N+:1]([C:4]1[CH:5]=[CH:6][C:7]2[O:11][CH2:10][C:9](=O)[C:8]=2[CH:13]=1)([O-:3])=[O:2].Cl.[NH:15]([C:17]1[CH:25]=[CH:24][CH:23]=[CH:22][C:18]=1[C:19]([OH:21])=[O:20])N. Product: [OH2:2].[OH2:20].[N+:1]([C:4]1[CH:5]=[CH:6][C:7]2[O:11][C:10]3[C:25]4[C:17](=[C:18]([C:19]([OH:21])=[O:20])[CH:22]=[CH:23][CH:24]=4)[NH:15][C:9]=3[C:8]=2[CH:13]=1)([O-:3])=[O:2]. The catalyst class is: 17. (4) Reactant: [Cl:1][C:2]1[CH:3]=[C:4]([C:12]2[S:16][C:15]([C:17]3[C:18]([CH2:25][CH3:26])=[C:19]([CH:22]=[CH:23][CH:24]=3)C=O)=[N:14][N:13]=2)[CH:5]=[CH:6][C:7]=1[O:8][CH:9]([CH3:11])[CH3:10].[CH3:27][NH:28][CH2:29][C:30]([OH:32])=[O:31].[C:33](O[BH-](OC(=O)C)OC(=O)C)(=O)C.[Na+].O. Product: [Cl:1][C:2]1[CH:3]=[C:4]([C:12]2[S:16][C:15]([C:17]3[C:18]([CH2:25][CH3:26])=[C:19]([CH2:27][N:28]([CH3:33])[CH2:29][C:30]([OH:32])=[O:31])[CH:22]=[CH:23][CH:24]=3)=[N:14][N:13]=2)[CH:5]=[CH:6][C:7]=1[O:8][CH:9]([CH3:10])[CH3:11]. The catalyst class is: 411. (5) Reactant: [Li+].[OH-].[CH2:3]([CH:5]([CH2:39][CH3:40])[C@H:6]([NH:29][C:30]([C@H:32]1[CH2:37][CH2:36][CH2:35][CH2:34][N:33]1[CH3:38])=[O:31])[C:7]([N:9]([C@@H:13]([CH:26]([CH3:28])[CH3:27])[CH2:14][C@H:15]([C:17]1[S:18][CH:19]=[C:20]([C:22]([O:24]C)=[O:23])[N:21]=1)[OH:16])[CH2:10][CH2:11][CH3:12])=[O:8])[CH3:4]. Product: [CH2:39]([CH:5]([CH2:3][CH3:4])[C@H:6]([NH:29][C:30]([C@H:32]1[CH2:37][CH2:36][CH2:35][CH2:34][N:33]1[CH3:38])=[O:31])[C:7]([N:9]([C@@H:13]([CH:26]([CH3:27])[CH3:28])[CH2:14][C@H:15]([C:17]1[S:18][CH:19]=[C:20]([C:22]([OH:24])=[O:23])[N:21]=1)[OH:16])[CH2:10][CH2:11][CH3:12])=[O:8])[CH3:40]. The catalyst class is: 90. (6) Reactant: [CH3:1][C:2]([C:7]1[NH:8][C:9]2[C:14]([CH:15]=1)=[CH:13][C:12]([N+:16]([O-:18])=[O:17])=[CH:11][CH:10]=2)([CH3:6])[C:3]([NH2:5])=O.Cl. Product: [CH3:6][C:2]([C:7]1[NH:8][C:9]2[C:14]([CH:15]=1)=[CH:13][C:12]([N+:16]([O-:18])=[O:17])=[CH:11][CH:10]=2)([CH3:1])[CH2:3][NH2:5]. The catalyst class is: 1. (7) Product: [C:1]([O:5][C:6]([N:8]1[CH2:12][CH2:11][C:10]2([CH2:21][C:20](=[O:22])[C:19]3[C:14](=[CH:15][CH:16]=[C:17](/[CH:23]=[CH:24]/[C:25]([NH:42][O:43][CH:44]4[CH2:49][CH2:48][CH2:47][CH2:46][O:45]4)=[O:27])[CH:18]=3)[O:13]2)[CH2:9]1)=[O:7])([CH3:2])([CH3:4])[CH3:3]. The catalyst class is: 2. Reactant: [C:1]([O:5][C:6]([N:8]1[CH2:12][CH2:11][C:10]2([CH2:21][C:20](=[O:22])[C:19]3[C:14](=[CH:15][CH:16]=[C:17](/[CH:23]=[CH:24]/[C:25]([OH:27])=O)[CH:18]=3)[O:13]2)[CH2:9]1)=[O:7])([CH3:4])([CH3:3])[CH3:2].C(Cl)CCl.C1C=CC2N(O)N=NC=2C=1.[NH2:42][O:43][CH:44]1[CH2:49][CH2:48][CH2:47][CH2:46][O:45]1. (8) Reactant: [Cl:1][C:2]1[CH:7]=[CH:6][C:5]([C:8]2[C:17](=[O:18])[C:16]3[C:11](=[CH:12][C:13]([O:19]C(=O)C(C)C)=[CH:14][CH:15]=3)[O:10][C:9]=2[CH:25]([CH3:27])[CH3:26])=[CH:4][CH:3]=1.[OH-].[K+]. Product: [Cl:1][C:2]1[CH:3]=[CH:4][C:5]([C:8]2[C:17](=[O:18])[C:16]3[C:11](=[CH:12][C:13]([OH:19])=[CH:14][CH:15]=3)[O:10][C:9]=2[CH:25]([CH3:27])[CH3:26])=[CH:6][CH:7]=1. The catalyst class is: 5.